Dataset: Forward reaction prediction with 1.9M reactions from USPTO patents (1976-2016). Task: Predict the product of the given reaction. Given the reactants C[N:2](C)/[C:3](=[N:5]/[C:6]([C:8]1[N:17]=[C:16]2[N:10]([CH2:11][CH2:12][O:13][C:14]3[CH:21]=[C:20]([Br:22])[CH:19]=[CH:18][C:15]=32)[CH:9]=1)=O)/[CH3:4].Cl.[F:25][C:26]1[CH:31]=[C:30]([F:32])[CH:29]=[CH:28][C:27]=1[NH:33]N, predict the reaction product. The product is: [Br:22][C:20]1[CH:19]=[CH:18][C:15]2[C:16]3[N:10]([CH2:11][CH2:12][O:13][C:14]=2[CH:21]=1)[CH:9]=[C:8]([C:6]1[N:33]([C:27]2[CH:28]=[CH:29][C:30]([F:32])=[CH:31][C:26]=2[F:25])[N:2]=[C:3]([CH3:4])[N:5]=1)[N:17]=3.